This data is from Full USPTO retrosynthesis dataset with 1.9M reactions from patents (1976-2016). The task is: Predict the reactants needed to synthesize the given product. Given the product [P:4]([C:9]1[CH:14]=[C:13]([Br:15])[CH:12]=[CH:11][C:10]=1[NH:16][C:17]([NH:19][C:20]1[CH:25]=[CH:24][CH:23]=[C:22]([C:26]([F:29])([F:27])[F:28])[CH:21]=1)=[O:18])([OH:6])([OH:5])=[O:3], predict the reactants needed to synthesize it. The reactants are: C([O:3][P:4]([C:9]1[CH:14]=[C:13]([Br:15])[CH:12]=[CH:11][C:10]=1[NH:16][C:17]([NH:19][C:20]1[CH:25]=[CH:24][CH:23]=[C:22]([C:26]([F:29])([F:28])[F:27])[CH:21]=1)=[O:18])([O:6]CC)=[O:5])C.Br[Si](C)(C)C.